Task: Binary Classification. Given a miRNA mature sequence and a target amino acid sequence, predict their likelihood of interaction.. Dataset: Experimentally validated miRNA-target interactions with 360,000+ pairs, plus equal number of negative samples (1) The miRNA is hsa-miR-193a-3p with sequence AACUGGCCUACAAAGUCCCAGU. The protein sequence of the target gene is MSTDSNSLAREFLTDVNRLCNAVVQRVEAREEEEEETHMATLGQYLVHGRGFLLLTKLNSIIDQALTCREELLTLLLSLLPLVWKIPVQEEKATDFNLPLSADIILTKEKNSSSQRSTQEKLHLEGSALSSQVSAKVNVFRKSRRQRKITHRYSVRDARKTQLSTSDSEANSDEKGIAMNKHRRPHLLHHFLTSFPKQDHPKAKLDRLATKEQTPPDAMALENSREIIPRQGSNTDILSEPAALSVISNMNNSPFDLCHVLLSLLEKVCKFDVTLNHNSPLAASVVPTLTEFLAGFGDCC.... Result: 1 (interaction). (2) The miRNA is hsa-miR-3609 with sequence CAAAGUGAUGAGUAAUACUGGCUG. The protein sequence of the target gene is MSNRVVCREASHAGSWYTASGPQLNAQLEGWLSQVQSTKRPARAIIAPHAGYTYCGSCAAHAYKQVDPSITRRIFILGPSHHVPLSRCALSSVDIYRTPLYDLRIDQKIYGELWKTGMFERMSLQTDEDEHSIEMHLPYTAKAMESHKDEFTIIPVLVGALSESKEQEFGKLFSKYLADPSNLFVVSSDFCHWGQRFRYSYYDESQGEIYRSIEHLDKMGMSIIEQLDPVSFSNYLKKYHNTICGRHPIGVLLNAITELQKNGMNMSFSFLNYAQSSQCRNWQDSSVSYAAGALTVH. Result: 1 (interaction). (3) The miRNA is mmu-miR-466c-3p with sequence AUACAUACACGCACACAUAAGA. The protein sequence of the target gene is MEPGSMENLSIVYQSSDFLVVNKHWDLRIDSKTWRETLTLQKQLRHHFPELADPDTCYGFRFCHQLDFSTSGALCVALNKAAAGSAYKCFKERRVTKAYLALVRGHVQESQVTINYAIGRNSTEGRTHTMCIEGTHGCENPKPSLTELLVLEHGLYAGDPVSKVLLKPLTGRTHQLRVHCSALGHPIVGDLTYGQAEDQEDQPFRMMLHAFYLRIPTQAERVEACTPDPFLPALDACWSPSTCVQPLEQLIQALRTDPDPDPMSGGPRPCSPSTPQPRPGRPPPETEAQRASCLQWLSEW.... Result: 0 (no interaction). (4) The miRNA is cel-miR-67-3p with sequence UCACAACCUCCUAGAAAGAGUAGA. The protein sequence of the target gene is MDNSSVCPPNATVCEGDSCVVPESNFNAILNTVMSTVLTILLAMVMFSMGCNVEVHKFLGHIKRPWGIFVGFLCQFGIMPLTGFILSVASGILPVQAVVVLIMGCCPGGTGSNILAYWIDGDMDLSVSMTTCSTLLALGMMPLCLFVYTKMWVDSGTIVIPYDSIGISLVALVIPVSFGMFVNHKWPQKAKIILKIGSITGVILIVLIAVIGGILYQSAWIIEPKLWIIGTIFPIAGYSLGFFLARLAGQPWYRCRTVALETGMQNTQLCSTIVQLSFSPEDLNLVFTFPLIYTVFQLVF.... Result: 0 (no interaction).